This data is from Reaction yield outcomes from USPTO patents with 853,638 reactions. The task is: Predict the reaction yield, written as a fraction of the theoretical maximum amount of product (1.0 means a 100% yield; for example, 0.34 means a 34% yield). The reactants are [CH3:1][O:2][C:3](=[O:30])[NH:4][CH:5]([C:9]([N:11]1[CH:16]([C:17]2[NH:18][C:19]([C:22]3[CH:27]=[CH:26][C:25](Br)=[CH:24][CH:23]=3)=[CH:20][N:21]=2)[CH:15]2[CH2:29][CH:12]1[CH2:13][CH2:14]2)=[O:10])[CH:6]([CH3:8])[CH3:7].[B:31]1([B:31]2[O:35][C:34]([CH3:37])([CH3:36])[C:33]([CH3:39])([CH3:38])[O:32]2)[O:35][C:34]([CH3:37])([CH3:36])[C:33]([CH3:39])([CH3:38])[O:32]1.C([O-])(=O)C.[K+]. The catalyst is C1C=CC([P]([Pd]([P](C2C=CC=CC=2)(C2C=CC=CC=2)C2C=CC=CC=2)([P](C2C=CC=CC=2)(C2C=CC=CC=2)C2C=CC=CC=2)[P](C2C=CC=CC=2)(C2C=CC=CC=2)C2C=CC=CC=2)(C2C=CC=CC=2)C2C=CC=CC=2)=CC=1.O1CCOCC1. The product is [CH3:1][O:2][C:3](=[O:30])[NH:4][CH:5]([C:9]([N:11]1[CH:16]([C:17]2[NH:18][C:19]([C:22]3[CH:27]=[CH:26][C:25]([B:31]4[O:35][C:34]([CH3:37])([CH3:36])[C:33]([CH3:39])([CH3:38])[O:32]4)=[CH:24][CH:23]=3)=[CH:20][N:21]=2)[CH:15]2[CH2:29][CH:12]1[CH2:13][CH2:14]2)=[O:10])[CH:6]([CH3:8])[CH3:7]. The yield is 0.660.